From a dataset of Forward reaction prediction with 1.9M reactions from USPTO patents (1976-2016). Predict the product of the given reaction. Given the reactants [C:1]([NH2:4])(=[O:3])[CH3:2].[NH2:5][C:6]([NH2:8])=[O:7].[S-:9][C:10]#[N:11].[NH4+:12], predict the reaction product. The product is: [C:1]([NH2:4])(=[O:3])[CH3:2].[NH2:5][C:6]([NH2:8])=[O:7].[S-:9][C:10]#[N:11].[NH4+:12].